This data is from Reaction yield outcomes from USPTO patents with 853,638 reactions. The task is: Predict the reaction yield, written as a fraction of the theoretical maximum amount of product (1.0 means a 100% yield; for example, 0.34 means a 34% yield). (1) The reactants are [Cl:1][C:2]1[CH:7]=[CH:6][N:5]=[C:4]([C:8]2[NH:9][N:10]=[C:11]([CH:13]3[CH2:18][CH2:17][NH:16][CH2:15][CH2:14]3)[N:12]=2)[CH:3]=1.C1([C:22]2[CH:29]=[C:28]([C:30]3[C:35]([C:36]4[CH:41]=[CH:40][C:39]([F:42])=[CH:38][CH:37]=4)=[CH:34][N:33]4[N:43]=[CH:44][N:45]=[C:32]4[N:31]=3)[CH:27]=[CH:26][C:23]=2[CH:24]=O)CC1.[BH-](O[C:56]([CH3:58])=O)(OC(C)=O)OC(C)=O.[Na+].[C:60]([O-])(O)=O.[Na+]. The catalyst is CN1C(=O)CCC1.C(O)(=O)C.C(N(CC)CC)C. The product is [Cl:1][C:2]1[CH:7]=[CH:6][N:5]=[C:4]([C:8]2[NH:9][N:10]=[C:11]([CH:13]3[CH2:18][CH2:17][N:16]([CH2:24][C:23]4[CH:26]=[CH:27][C:28]([C:30]5[C:35]([C:36]6[CH:37]=[CH:38][C:39]([F:42])=[CH:40][CH:41]=6)=[CH:34][N:33]6[N:43]=[C:44]([CH:58]7[CH2:56][CH2:60]7)[N:45]=[C:32]6[N:31]=5)=[CH:29][CH:22]=4)[CH2:15][CH2:14]3)[N:12]=2)[CH:3]=1. The yield is 0.251. (2) The reactants are Cl[CH2:2][C:3]([N:5]1[CH2:10][CH2:9][CH:8]([CH2:11][O:12][C:13]2[CH:22]=[C:21]3[C:16]([C:17]([NH:23][C:24]4[CH:29]=[CH:28][C:27]([Cl:30])=[CH:26][C:25]=4[F:31])=[N:18][CH:19]=[N:20]3)=[CH:15][C:14]=2[O:32][CH3:33])[CH2:7][CH2:6]1)=[O:4].[NH:34]1[CH2:38][CH2:37][CH2:36][CH2:35]1. The catalyst is C1C=C(Cl)C(Cl)=CC=1. The product is [Cl:30][C:27]1[CH:28]=[CH:29][C:24]([NH:23][C:17]2[C:16]3[C:21](=[CH:22][C:13]([O:12][CH2:11][CH:8]4[CH2:7][CH2:6][N:5]([C:3](=[O:4])[CH2:2][N:34]5[CH2:38][CH2:37][CH2:36][CH2:35]5)[CH2:10][CH2:9]4)=[C:14]([O:32][CH3:33])[CH:15]=3)[N:20]=[CH:19][N:18]=2)=[C:25]([F:31])[CH:26]=1. The yield is 0.720. (3) The reactants are Br[C:2]1[S:3][CH:4]=[CH:5][N:6]=1.[Si:7]([O:14][C@H:15]([CH2:24][O:25][Si:26]([C:29]([CH3:32])([CH3:31])[CH3:30])([CH3:28])[CH3:27])/[CH:16]=[N:17]/[S@:18]([C:20]([CH3:23])([CH3:22])[CH3:21])=[O:19])([C:10]([CH3:13])([CH3:12])[CH3:11])([CH3:9])[CH3:8]. The catalyst is CCOCC. The product is [Si:7]([O:14][C@H:15]([CH2:24][O:25][Si:26]([C:29]([CH3:32])([CH3:31])[CH3:30])([CH3:27])[CH3:28])[C@@H:16]([NH:17][S@:18]([C:20]([CH3:21])([CH3:22])[CH3:23])=[O:19])[C:2]1[S:3][CH:4]=[CH:5][N:6]=1)([C:10]([CH3:13])([CH3:11])[CH3:12])([CH3:9])[CH3:8]. The yield is 0.830. (4) The yield is 0.780. The product is [CH3:11][P:12]([C:2]1[CH:8]=[CH:7][C:5]([NH2:6])=[C:4]([CH2:9][CH3:10])[CH:3]=1)([CH3:13])=[O:14]. The catalyst is CN(C=O)C.C([O-])(=O)C.[Pd+2].C([O-])(=O)C.CC1(C)C2C(=C(P(C3C=CC=CC=3)C3C=CC=CC=3)C=CC=2)OC2C(P(C3C=CC=CC=3)C3C=CC=CC=3)=CC=CC1=2. The reactants are Br[C:2]1[CH:8]=[CH:7][C:5]([NH2:6])=[C:4]([CH2:9][CH3:10])[CH:3]=1.[CH3:11][PH:12](=[O:14])[CH3:13].P([O-])([O-])([O-])=O.[K+].[K+].[K+]. (5) The reactants are Br[C:2]1[C:11]2[C:6](=[CH:7][CH:8]=[CH:9][CH:10]=2)[C:5](=[O:12])[O:4][C:3]=1[CH:13]([OH:15])[CH3:14].[CH3:16][O:17][C:18]1[N:23]=[CH:22][C:21](B(O)O)=[CH:20][CH:19]=1.C([O-])([O-])=O.[Cs+].[Cs+]. The catalyst is C1C=CC([P]([Pd]([P](C2C=CC=CC=2)(C2C=CC=CC=2)C2C=CC=CC=2)([P](C2C=CC=CC=2)(C2C=CC=CC=2)C2C=CC=CC=2)[P](C2C=CC=CC=2)(C2C=CC=CC=2)C2C=CC=CC=2)(C2C=CC=CC=2)C2C=CC=CC=2)=CC=1. The product is [OH:15][CH:13]([C:3]1[O:4][C:5](=[O:12])[C:6]2[C:11]([C:2]=1[C:21]1[CH:22]=[N:23][C:18]([O:17][CH3:16])=[CH:19][CH:20]=1)=[CH:10][CH:9]=[CH:8][CH:7]=2)[CH3:14]. The yield is 0.380. (6) The reactants are C(O)(=O)C.[CH:5]1([O:11][C:12]2[CH:17]=[CH:16][C:15](/[CH:18]=[CH:19]/[N+:20]([O-:22])=[O:21])=[CH:14][CH:13]=2)[CH2:10][CH2:9][CH2:8][CH2:7][CH2:6]1.[BH4-].[Na+]. The catalyst is CS(C)=O. The product is [CH:5]1([O:11][C:12]2[CH:13]=[CH:14][C:15]([CH2:18][CH2:19][N+:20]([O-:22])=[O:21])=[CH:16][CH:17]=2)[CH2:6][CH2:7][CH2:8][CH2:9][CH2:10]1. The yield is 0.440.